This data is from Catalyst prediction with 721,799 reactions and 888 catalyst types from USPTO. The task is: Predict which catalyst facilitates the given reaction. (1) Reactant: C[Si]([N-][Si](C)(C)C)(C)C.[Li+].C[CH:12]([CH:16]([CH3:24])[CH2:17][C:18]1[CH:23]=[CH:22][CH:21]=[CH:20][CH:19]=1)C([O-])=O.[Cl:25][CH2:26][C@@H:27]([OH:34])[CH2:28][C:29](OCC)=[O:30].[C:35]([OH:38])(=[O:37])[CH3:36]. Product: [Cl:25][CH2:26][CH:27]([OH:34])[CH2:28][C:29](=[O:30])[CH2:36][C:35]([O:38][C:16]([CH3:12])([CH3:24])[CH2:17][C:18]1[CH:19]=[CH:20][CH:21]=[CH:22][CH:23]=1)=[O:37]. The catalyst class is: 7. (2) Reactant: C[O:2][C:3](=O)[CH:4]=[CH:5][CH:6]=[CH:7][CH2:8][S:9][C:10]1[CH:15]=[CH:14][C:13]([N:16]([CH3:18])[CH3:17])=[CH:12][CH:11]=1.[NH2:20][OH:21].[OH-].[K+].CO. Product: [OH:21][NH:20][C:3](=[O:2])[CH:4]=[CH:5][CH:6]=[CH:7][CH2:8][S:9][C:10]1[CH:15]=[CH:14][C:13]([N:16]([CH3:18])[CH3:17])=[CH:12][CH:11]=1. The catalyst class is: 1. (3) Reactant: [CH2:1]([C:5]1[S:9][C:8]([S:10](Cl)(=[O:12])=[O:11])=[CH:7][CH:6]=1)[CH2:2][CH2:3][CH3:4].[NH2:14][C:15]1[CH:19]=[C:18]([CH3:20])[O:17][N:16]=1. Product: [CH2:1]([C:5]1[S:9][C:8]([S:10]([NH:14][C:15]2[CH:19]=[C:18]([CH3:20])[O:17][N:16]=2)(=[O:12])=[O:11])=[CH:7][CH:6]=1)[CH2:2][CH2:3][CH3:4]. The catalyst class is: 17. (4) Reactant: [C:1]1([S:7](Cl)(=[O:9])=[O:8])[CH:6]=[CH:5][CH:4]=[CH:3][CH:2]=1.[C:11]([NH2:15])([CH3:14])([CH3:13])[CH3:12]. Product: [C:11]([NH:15][S:7]([C:1]1[CH:6]=[CH:5][CH:4]=[CH:3][CH:2]=1)(=[O:9])=[O:8])([CH3:14])([CH3:13])[CH3:12]. The catalyst class is: 17. (5) Reactant: [Cl:1][C:2]1[CH:7]=[CH:6][C:5]([C:8]2[CH:13]=[C:12]([CH3:14])[N:11]=[C:10]([N:15]3[CH:19]=[C:18]([Sn](CCCC)(CCCC)CCCC)[N:17]=[CH:16]3)[N:9]=2)=[CH:4][CH:3]=1.[C:33]([NH:37][S:38]([C:41]1[S:45][C:44](Cl)=[N:43][CH:42]=1)(=[O:40])=[O:39])([CH3:36])([CH3:35])[CH3:34].[F-].[K+].O. Product: [C:33]([NH:37][S:38]([C:41]1[S:45][C:44]([C:18]2[N:17]=[CH:16][N:15]([C:10]3[N:9]=[C:8]([C:5]4[CH:4]=[CH:3][C:2]([Cl:1])=[CH:7][CH:6]=4)[CH:13]=[C:12]([CH3:14])[N:11]=3)[CH:19]=2)=[N:43][CH:42]=1)(=[O:39])=[O:40])([CH3:36])([CH3:34])[CH3:35]. The catalyst class is: 11. (6) Reactant: [NH2:1][C:2]1[CH:20]=[CH:19][C:5]2[N:6]([C:10]3[CH:15]=[CH:14][C:13]([O:16][CH2:17][CH3:18])=[CH:12][CH:11]=3)[CH:7]=[N+:8]([O-:9])[C:4]=2[CH:3]=1.[CH2:21]([C:23]1[CH:30]=[CH:29][C:26]([CH:27]=O)=[CH:25][CH:24]=1)[CH3:22].[BH4-].[Na+]. Product: [CH2:17]([O:16][C:13]1[CH:12]=[CH:11][C:10]([N:6]2[C:5]3[CH:19]=[CH:20][C:2]([NH:1][CH2:27][C:26]4[CH:29]=[CH:30][C:23]([CH2:21][CH3:22])=[CH:24][CH:25]=4)=[CH:3][C:4]=3[N+:8]([O-:9])=[CH:7]2)=[CH:15][CH:14]=1)[CH3:18]. The catalyst class is: 5. (7) Reactant: [F:1][CH:2]([F:40])[CH2:3][N:4]1[CH2:9][CH2:8][N:7]([C:10]2[CH:15]=[CH:14][C:13]([C:16]3[NH:39][C:19]4[N:20]=[CH:21][N:22]=[C:23]([C:24]5[CH:25]=[CH:26][C:27]([O:32][CH:33]6[CH2:38][CH2:37][NH:36][CH2:35][CH2:34]6)=[C:28]([CH:31]=5)[C:29]#[N:30])[C:18]=4[CH:17]=3)=[CH:12][CH:11]=2)[CH2:6][CH2:5]1.[OH:41][CH2:42][C:43](O)=[O:44].CCN(C(C)C)C(C)C.CN(C(ON1N=NC2C=CC=NC1=2)=[N+](C)C)C.F[P-](F)(F)(F)(F)F. Product: [F:40][CH:2]([F:1])[CH2:3][N:4]1[CH2:9][CH2:8][N:7]([C:10]2[CH:15]=[CH:14][C:13]([C:16]3[NH:39][C:19]4[N:20]=[CH:21][N:22]=[C:23]([C:24]5[CH:25]=[CH:26][C:27]([O:32][CH:33]6[CH2:34][CH2:35][N:36]([C:42](=[O:41])[CH2:43][OH:44])[CH2:37][CH2:38]6)=[C:28]([CH:31]=5)[C:29]#[N:30])[C:18]=4[CH:17]=3)=[CH:12][CH:11]=2)[CH2:6][CH2:5]1. The catalyst class is: 3. (8) Reactant: CS(C)=O.C(Cl)(=O)C(Cl)=O.[OH:11][CH2:12][C:13]1[S:17][C:16]([C:18]([O:20][CH3:21])=[O:19])=[C:15]([C:22]2[CH:27]=[CH:26][CH:25]=[CH:24][CH:23]=2)[CH:14]=1.C([O-])(O)=O.[Na+]. Product: [CH:12]([C:13]1[S:17][C:16]([C:18]([O:20][CH3:21])=[O:19])=[C:15]([C:22]2[CH:27]=[CH:26][CH:25]=[CH:24][CH:23]=2)[CH:14]=1)=[O:11]. The catalyst class is: 2. (9) Reactant: C1(P(C2CCCCC2)C2C=CC=CC=2C2C(C(C)C)=CC(C(C)C)=CC=2C(C)C)CCCCC1.[O:35]1[CH2:40][CH2:39][N:38]([C:41]2[C:46]([NH2:47])=[CH:45][C:44]([N:48]3[CH2:53][CH2:52][O:51][CH2:50][CH2:49]3)=[CH:43][N:42]=2)[CH2:37][CH2:36]1.Cl[C:55]1[C:64]2[C:59](=[CH:60][C:61]([F:66])=[CH:62][C:63]=2[F:65])[N:58]=[C:57]([C:67]2[CH:75]=[CH:74][CH:73]=[C:72]3[C:68]=2[CH:69]=[N:70][N:71]3[CH3:76])[C:56]=1[CH3:77].CC(C)([O-])C.[Na+]. Product: [O:35]1[CH2:40][CH2:39][N:38]([C:41]2[C:46]([NH:47][C:55]3[C:64]4[C:59](=[CH:60][C:61]([F:66])=[CH:62][C:63]=4[F:65])[N:58]=[C:57]([C:67]4[CH:75]=[CH:74][CH:73]=[C:72]5[C:68]=4[CH:69]=[N:70][N:71]5[CH3:76])[C:56]=3[CH3:77])=[CH:45][C:44]([N:48]3[CH2:49][CH2:50][O:51][CH2:52][CH2:53]3)=[CH:43][N:42]=2)[CH2:37][CH2:36]1. The catalyst class is: 101. (10) Reactant: Br[C:2]1[S:25][C:5]2[CH2:6][CH2:7][C:8]3[CH:9]=[N:10][C:11]([NH:14][C:15]4[CH:16]=[C:17]([S:21]([NH2:24])(=[O:23])=[O:22])[CH:18]=[CH:19][CH:20]=4)=[N:12][C:13]=3[C:4]=2[CH:3]=1.[C:26]1(B(O)O)[CH:31]=[CH:30][CH:29]=[CH:28][CH:27]=1.C([O-])([O-])=O.[Na+].[Na+].CCO.O. Product: [C:26]1([C:2]2[S:25][C:5]3[CH2:6][CH2:7][C:8]4[CH:9]=[N:10][C:11]([NH:14][C:15]5[CH:16]=[C:17]([S:21]([NH2:24])(=[O:23])=[O:22])[CH:18]=[CH:19][CH:20]=5)=[N:12][C:13]=4[C:4]=3[CH:3]=2)[CH:31]=[CH:30][CH:29]=[CH:28][CH:27]=1. The catalyst class is: 276.